Task: Predict the product of the given reaction.. Dataset: Forward reaction prediction with 1.9M reactions from USPTO patents (1976-2016) (1) Given the reactants CN(C)[CH:3]=[C:4]1[CH2:10][CH2:9][CH2:8][CH2:7][CH:6]([C:11]([O:13][CH3:14])=[O:12])[C:5]1=O.[N+]([O-])(O)=O.[N+]([O-])(O)=O.[CH3:25][O:26][C:27]1[CH:28]=[C:29]([NH:39][C:40]([NH2:42])=[NH:41])[CH:30]=[CH:31][C:32]=1[N:33]1[CH:37]=[C:36]([CH3:38])[N:35]=[CH:34]1, predict the reaction product. The product is: [CH3:25][O:26][C:27]1[CH:28]=[C:29]([NH:39][C:40]2[N:42]=[CH:3][C:4]3[CH2:10][CH2:9][CH2:8][CH2:7][CH:6]([C:11]([O:13][CH3:14])=[O:12])[C:5]=3[N:41]=2)[CH:30]=[CH:31][C:32]=1[N:33]1[CH:37]=[C:36]([CH3:38])[N:35]=[CH:34]1. (2) Given the reactants [Cl:1][C:2]1[CH:7]=[CH:6][C:5]([C:8]2[C:14]3[C:15]([CH3:19])=[C:16]([CH3:18])[S:17][C:13]=3[N:12]3[C:20]([CH3:23])=[N:21][N:22]=[C:11]3[C@H:10]([CH2:24][C:25]([NH:27][CH2:28][CH2:29][CH2:30][N:31]3[CH2:36][CH2:35][N:34](C(OC(C)(C)C)=O)[CH2:33][CH2:32]3)=[O:26])[N:9]=2)=[CH:4][CH:3]=1.Cl, predict the reaction product. The product is: [Cl:1][C:2]1[CH:3]=[CH:4][C:5]([C:8]2[C:14]3[C:15]([CH3:19])=[C:16]([CH3:18])[S:17][C:13]=3[N:12]3[C:20]([CH3:23])=[N:21][N:22]=[C:11]3[C@H:10]([CH2:24][C:25]([NH:27][CH2:28][CH2:29][CH2:30][N:31]3[CH2:32][CH2:33][NH:34][CH2:35][CH2:36]3)=[O:26])[N:9]=2)=[CH:6][CH:7]=1. (3) Given the reactants [CH:1]([C:3]1[C:12]2[C:7](=[CH:8][CH:9]=[CH:10][CH:11]=2)[CH:6]=[CH:5][CH:4]=1)=[CH2:2].[CH2:13]([SH:21])[CH2:14][CH2:15][CH2:16][CH2:17][CH2:18][CH2:19][CH3:20].N(C(C)(C)C#N)=NC(C)(C)C#N, predict the reaction product. The product is: [C:3]1([CH2:1][CH2:2][S:21][CH2:13][CH2:14][CH2:15][CH2:16][CH2:17][CH2:18][CH2:19][CH3:20])[C:12]2[C:7](=[CH:8][CH:9]=[CH:10][CH:11]=2)[CH:6]=[CH:5][CH:4]=1. (4) The product is: [C:18]([CH:22]1[CH2:27][CH2:26][N:25]([C:3]2[N:4]=[C:5]([CH2:12][C:13]3[CH:17]=[CH:16][S:15][CH:14]=3)[NH:6][C:7](=[O:11])[C:8]=2[C:9]#[N:10])[CH2:24][CH2:23]1)([CH3:21])([CH3:20])[CH3:19]. Given the reactants CS[C:3]1[N:4]=[C:5]([CH2:12][C:13]2[CH:17]=[CH:16][S:15][CH:14]=2)[NH:6][C:7](=[O:11])[C:8]=1[C:9]#[N:10].[C:18]([CH:22]1[CH2:27][CH2:26][NH:25][CH2:24][CH2:23]1)([CH3:21])([CH3:20])[CH3:19], predict the reaction product. (5) Given the reactants [I:1][C:2]1[CH:32]=[CH:31][C:5]([C:6]([NH:8][NH:9][C:10](=O)[C:11]2[CH:16]=[CH:15][C:14]([N:17]3[CH2:22][CH2:21][N:20]([CH:23]4[CH2:28][CH2:27][CH:26]([CH3:29])[CH2:25][CH2:24]4)[CH2:19][CH2:18]3)=[CH:13][CH:12]=2)=O)=[CH:4][CH:3]=1.P12(SP3(SP(SP(S3)(S1)=S)(=S)S2)=S)=[S:34].[OH-].[Na+], predict the reaction product. The product is: [I:1][C:2]1[CH:32]=[CH:31][C:5]([C:6]2[S:34][C:10]([C:11]3[CH:16]=[CH:15][C:14]([N:17]4[CH2:22][CH2:21][N:20]([CH:23]5[CH2:28][CH2:27][CH:26]([CH3:29])[CH2:25][CH2:24]5)[CH2:19][CH2:18]4)=[CH:13][CH:12]=3)=[N:9][N:8]=2)=[CH:4][CH:3]=1. (6) Given the reactants [C:1]([OH:9])(=[O:8])[CH:2]([CH2:4][C:5]([OH:7])=[O:6])[OH:3].[C:10]([O:18][CH2:19][C:20](=[O:26])[N:21]([CH2:24][CH3:25])[CH2:22][CH3:23])(=[O:17])/[CH:11]=[CH:12]/[C:13]([O:15][CH3:16])=[O:14], predict the reaction product. The product is: [C:10]([O:18][CH2:19][C:20](=[O:26])[N:21]([CH2:22][CH3:23])[CH2:24][CH3:25])(=[O:17])/[CH:11]=[CH:12]/[C:13]([O:15][CH3:16])=[O:14].[C:1]([OH:9])(=[O:8])[CH:2]([CH2:4][C:5]([OH:7])=[O:6])[OH:3].